Task: Predict which catalyst facilitates the given reaction.. Dataset: Catalyst prediction with 721,799 reactions and 888 catalyst types from USPTO (1) Reactant: [CH3:1][C:2]1[N:3]=[C:4]([NH2:7])[S:5][CH:6]=1.Cl[C:9]1[CH:14]=[C:13]([S:15][C:16]2[C:25]3[C:20](=[CH:21][CH:22]=[CH:23][CH:24]=3)[CH:19]=[CH:18][CH:17]=2)[CH:12]=[CH:11][N:10]=1.P([O-])([O-])([O-])=O.[K+].[K+].[K+].C1(P(C2C=CC=CC=2)C2C3OC4C(=CC=CC=4P(C4C=CC=CC=4)C4C=CC=CC=4)C(C)(C)C=3C=CC=2)C=CC=CC=1. Product: [CH3:1][C:2]1[N:3]=[C:4]([NH:7][C:9]2[CH:14]=[C:13]([S:15][C:16]3[C:25]4[C:20](=[CH:21][CH:22]=[CH:23][CH:24]=4)[CH:19]=[CH:18][CH:17]=3)[CH:12]=[CH:11][N:10]=2)[S:5][CH:6]=1. The catalyst class is: 491. (2) Reactant: CC(C)([O-])C.[K+].[C:7]([CH2:9]P(=O)(OCC)OCC)#[N:8].O=[C:19]1[CH2:24][CH2:23][N:22]([C:25]([O:27][C:28]([CH3:31])([CH3:30])[CH3:29])=[O:26])[CH2:21][CH2:20]1. Product: [C:7]([CH:9]=[C:19]1[CH2:24][CH2:23][N:22]([C:25]([O:27][C:28]([CH3:31])([CH3:30])[CH3:29])=[O:26])[CH2:21][CH2:20]1)#[N:8]. The catalyst class is: 7. (3) Reactant: [C:1]([O:5][C:6]([NH:8][CH2:9][C:10]([NH:12][NH:13][C:14](=O)[C:15]([O:17][CH2:18][CH3:19])=[O:16])=O)=[O:7])([CH3:4])([CH3:3])[CH3:2].COC1C=CC(P2(SP(C3C=CC(OC)=CC=3)(=S)S2)=[S:30])=CC=1. Product: [C:1]([O:5][C:6]([NH:8][CH2:9][C:10]1[S:30][C:14]([C:15]([O:17][CH2:18][CH3:19])=[O:16])=[N:13][N:12]=1)=[O:7])([CH3:4])([CH3:3])[CH3:2]. The catalyst class is: 1.